Regression/Classification. Given a drug SMILES string, predict its toxicity properties. Task type varies by dataset: regression for continuous values (e.g., LD50, hERG inhibition percentage) or binary classification for toxic/non-toxic outcomes (e.g., AMES mutagenicity, cardiotoxicity, hepatotoxicity). Dataset: ld50_zhu. From a dataset of Acute oral toxicity (LD50) regression data from Zhu et al.. The drug is O=C(O)CCCOc1ccc(Cl)cc1Cl. The rat oral LD50 is 2.55, given as -log10 of the dose in mol/kg body weight (higher means more acutely toxic).